From a dataset of NCI-60 drug combinations with 297,098 pairs across 59 cell lines. Regression. Given two drug SMILES strings and cell line genomic features, predict the synergy score measuring deviation from expected non-interaction effect. (1) Cell line: MDA-MB-231. Drug 2: CCC1(CC2CC(C3=C(CCN(C2)C1)C4=CC=CC=C4N3)(C5=C(C=C6C(=C5)C78CCN9C7C(C=CC9)(C(C(C8N6C=O)(C(=O)OC)O)OC(=O)C)CC)OC)C(=O)OC)O.OS(=O)(=O)O. Synergy scores: CSS=22.3, Synergy_ZIP=-7.93, Synergy_Bliss=-0.0525, Synergy_Loewe=-24.7, Synergy_HSA=-0.972. Drug 1: C1CCC(C1)C(CC#N)N2C=C(C=N2)C3=C4C=CNC4=NC=N3. (2) Drug 1: CC1=CC=C(C=C1)C2=CC(=NN2C3=CC=C(C=C3)S(=O)(=O)N)C(F)(F)F. Drug 2: C1CC(C1)(C(=O)O)C(=O)O.[NH2-].[NH2-].[Pt+2]. Cell line: RXF 393. Synergy scores: CSS=7.58, Synergy_ZIP=-3.84, Synergy_Bliss=-2.80, Synergy_Loewe=-1.13, Synergy_HSA=-0.00690. (3) Drug 1: C1CCC(CC1)NC(=O)N(CCCl)N=O. Drug 2: C1=C(C(=O)NC(=O)N1)N(CCCl)CCCl. Cell line: NCIH23. Synergy scores: CSS=46.9, Synergy_ZIP=-4.87, Synergy_Bliss=-0.201, Synergy_Loewe=-8.50, Synergy_HSA=1.71. (4) Drug 1: CCC1(CC2CC(C3=C(CCN(C2)C1)C4=CC=CC=C4N3)(C5=C(C=C6C(=C5)C78CCN9C7C(C=CC9)(C(C(C8N6C)(C(=O)OC)O)OC(=O)C)CC)OC)C(=O)OC)O.OS(=O)(=O)O. Drug 2: CC12CCC3C(C1CCC2OP(=O)(O)O)CCC4=C3C=CC(=C4)OC(=O)N(CCCl)CCCl.[Na+]. Cell line: SF-539. Synergy scores: CSS=10.2, Synergy_ZIP=9.92, Synergy_Bliss=15.0, Synergy_Loewe=7.30, Synergy_HSA=7.91. (5) Drug 1: C1=C(C(=O)NC(=O)N1)N(CCCl)CCCl. Drug 2: CN1C(=O)N2C=NC(=C2N=N1)C(=O)N. Cell line: SF-539. Synergy scores: CSS=48.3, Synergy_ZIP=3.21, Synergy_Bliss=3.06, Synergy_Loewe=-3.80, Synergy_HSA=3.25.